The task is: Predict the reactants needed to synthesize the given product.. This data is from Full USPTO retrosynthesis dataset with 1.9M reactions from patents (1976-2016). (1) Given the product [CH3:32][C:2]1[CH:3]=[CH:4][C:5]([N:10]2[CH2:31][CH2:30][C:13]3[N:14]=[CH:15][N:16]=[C:17]([NH:18][CH2:19][C:20]4[CH:21]=[N:22][C:23]([C:26]([F:28])([F:29])[F:27])=[CH:24][CH:25]=4)[C:12]=3[CH2:11]2)=[C:6]([CH:9]=1)[C:7]#[N:8], predict the reactants needed to synthesize it. The reactants are: Br[C:2]1[CH:3]=[CH:4][C:5]([N:10]2[CH2:31][CH2:30][C:13]3[N:14]=[CH:15][N:16]=[C:17]([NH:18][CH2:19][C:20]4[CH:21]=[N:22][C:23]([C:26]([F:29])([F:28])[F:27])=[CH:24][CH:25]=4)[C:12]=3[CH2:11]2)=[C:6]([CH:9]=1)[C:7]#[N:8].[CH3:32]B(O)O.P([O-])([O-])([O-])=O.[K+].[K+].[K+].C1(P(C2CCCCC2)C2CCCCC2)CCCCC1. (2) The reactants are: N1(O[C:11]2[C:12]3[N:13]=[CH:14][N:15]([C:24]=3[N:25]=[CH:26][N:27]=2)[C@@H:16]2[O:23][C@H:20]([CH2:21][OH:22])[C@@H:18]([OH:19])[CH2:17]2)C2C=CC=CC=2N=N1.[NH:28]1[CH2:33][CH2:32][O:31][CH2:30][CH2:29]1.C([O-])([O-])=O.[Cs+].[Cs+]. Given the product [C@@H:16]1([N:15]2[CH:14]=[N:13][C:12]3[C:24]2=[N:25][CH:26]=[N:27][C:11]=3[N:28]2[CH2:33][CH2:32][O:31][CH2:30][CH2:29]2)[O:23][C@H:20]([CH2:21][OH:22])[C@@H:18]([OH:19])[CH2:17]1, predict the reactants needed to synthesize it. (3) Given the product [C:21]1([C:2]2[N:7]=[C:6]([NH:8][C:9]3[N:14]=[CH:13][C:12]4[N:15]=[CH:16][N:17]([CH:18]([CH3:20])[CH3:19])[C:11]=4[CH:10]=3)[CH:5]=[CH:4][N:3]=2)[CH2:26][CH2:25][CH2:24][CH2:23][CH:22]=1, predict the reactants needed to synthesize it. The reactants are: Cl[C:2]1[N:7]=[C:6]([NH:8][C:9]2[N:14]=[CH:13][C:12]3[N:15]=[CH:16][N:17]([CH:18]([CH3:20])[CH3:19])[C:11]=3[CH:10]=2)[CH:5]=[CH:4][N:3]=1.[C:21]1(B2OC(C)(C)C(C)(C)O2)[CH2:26][CH2:25][CH2:24][CH2:23][CH:22]=1.C(=O)([O-])[O-].[Cs+].[Cs+]. (4) Given the product [I:25][C:20]1[C:19]2[CH:21]=[CH:22][CH:23]=[N:24][C:18]=2[N:17]2[C:16]=1[CH:15]=[CH:14][N:13]=[C:12]2[NH:11][S:1]([C:4]1[CH:10]=[CH:9][C:7]([CH3:8])=[CH:6][CH:5]=1)(=[O:2])=[O:3], predict the reactants needed to synthesize it. The reactants are: [S:1]([NH:11][C:12]1[N:17]2[C:18]3[N:24]=[CH:23][CH:22]=[CH:21][C:19]=3[CH:20]=[C:16]2[CH:15]=[CH:14][N:13]=1)([C:4]1[CH:10]=[CH:9][C:7]([CH3:8])=[CH:6][CH:5]=1)(=[O:3])=[O:2].[I:25]N1C(=O)CCC1=O. (5) Given the product [CH3:1][O:2][C:3]1[CH:8]=[CH:7][C:6]([C:9]2[CH:10]=[C:11]([S:19]([Cl:31])(=[O:22])=[O:20])[C:12]3[CH:13]=[CH:14][N:15]=[CH:16][C:17]=3[CH:18]=2)=[CH:5][CH:4]=1, predict the reactants needed to synthesize it. The reactants are: [CH3:1][O:2][C:3]1[CH:8]=[CH:7][C:6]([C:9]2[CH:10]=[C:11]([S:19]([OH:22])(=O)=[O:20])[C:12]3[CH:13]=[CH:14][N:15]=[CH:16][C:17]=3[CH:18]=2)=[CH:5][CH:4]=1.CN(C=O)C.C(Cl)(=O)C([Cl:31])=O. (6) Given the product [CH3:8][N:6]1[CH:7]=[C:2]([B:28]2[O:29][C:30]([CH3:32])([CH3:31])[C:26]([CH3:33])([CH3:25])[O:27]2)[C:3]2[O:12][C:11]([CH2:13][N:14]3[CH2:19][CH2:18][N:17]([S:20]([CH3:23])(=[O:22])=[O:21])[CH2:16][C@H:15]3[CH3:24])=[CH:10][C:4]=2[C:5]1=[O:9], predict the reactants needed to synthesize it. The reactants are: Br[C:2]1[C:3]2[O:12][C:11]([CH2:13][N:14]3[CH2:19][CH2:18][N:17]([S:20]([CH3:23])(=[O:22])=[O:21])[CH2:16][C@H:15]3[CH3:24])=[CH:10][C:4]=2[C:5](=[O:9])[N:6]([CH3:8])[CH:7]=1.[CH3:25][C:26]1([CH3:33])[C:30]([CH3:32])([CH3:31])[O:29][BH:28][O:27]1.C(N(CC)CC)C. (7) Given the product [CH:51]1([NH:50][C:49](=[O:54])[C:47]2[CH:48]=[C:43]([C:24]3[CH:25]=[C:26]4[C:21](=[CH:22][CH:23]=3)[C:20](=[O:57])[N:19]([CH2:18][C:17]([CH3:58])([CH3:59])[CH2:16][OH:15])[CH:28]=[C:27]4[S:29]([CH:30]3[CH2:35][CH2:34][NH:33][CH2:32][CH2:31]3)=[O:4])[C:44]([CH3:56])=[C:45]([F:55])[CH:46]=2)[CH2:53][CH2:52]1, predict the reactants needed to synthesize it. The reactants are: FC(F)(F)C(O)=[O:4].[Si]([O:15][CH2:16][C:17]([CH3:59])([CH3:58])[CH2:18][N:19]1[CH:28]=[C:27]([S:29][CH:30]2[CH2:35][CH2:34][N:33](C(OC(C)(C)C)=O)[CH2:32][CH2:31]2)[C:26]2[C:21](=[CH:22][CH:23]=[C:24]([C:43]3[CH:48]=[C:47]([C:49](=[O:54])[NH:50][CH:51]4[CH2:53][CH2:52]4)[CH:46]=[C:45]([F:55])[C:44]=3[CH3:56])[CH:25]=2)[C:20]1=[O:57])(C(C)(C)C)(C)C.C1(C)C=CC=CC=1.